Dataset: Full USPTO retrosynthesis dataset with 1.9M reactions from patents (1976-2016). Task: Predict the reactants needed to synthesize the given product. Given the product [CH3:1][C:2]1([CH3:10])[C:6]2=[N:7][N:8]([CH2:11][OH:12])[CH:9]=[C:5]2[CH2:4][CH2:3]1, predict the reactants needed to synthesize it. The reactants are: [CH3:1][C:2]1([CH3:10])[C:6]2=[N:7][NH:8][CH:9]=[C:5]2[CH2:4][CH2:3]1.[CH2:11]=[O:12].C(N(CC)CC)C.